From a dataset of Peptide-MHC class I binding affinity with 185,985 pairs from IEDB/IMGT. Regression. Given a peptide amino acid sequence and an MHC pseudo amino acid sequence, predict their binding affinity value. This is MHC class I binding data. (1) The MHC is HLA-A24:02 with pseudo-sequence HLA-A24:02. The peptide sequence is YYRYNLPTM. The binding affinity (normalized) is 0.665. (2) The peptide sequence is VLKAMHDKK. The MHC is HLA-A31:01 with pseudo-sequence HLA-A31:01. The binding affinity (normalized) is 0.553. (3) The peptide sequence is CQFPTAFEF. The MHC is Mamu-B3901 with pseudo-sequence Mamu-B3901. The binding affinity (normalized) is 0.498. (4) The MHC is HLA-A02:03 with pseudo-sequence HLA-A02:03. The binding affinity (normalized) is 0.303. The peptide sequence is DVHIPKFKV. (5) The peptide sequence is IRFPKTFGQ. The MHC is Mamu-B17 with pseudo-sequence Mamu-B17. The binding affinity (normalized) is 0.122. (6) The peptide sequence is LLWAARPRL. The MHC is HLA-A31:01 with pseudo-sequence HLA-A31:01. The binding affinity (normalized) is 0.547.